This data is from Forward reaction prediction with 1.9M reactions from USPTO patents (1976-2016). The task is: Predict the product of the given reaction. (1) Given the reactants [CH:1]1[C:6]([N+:7]([O-:9])=[O:8])=[CH:5][CH:4]=[C:3]([OH:10])[CH:2]=1.[H-].[Na+].C1(C)C(C([O:21][C@@H:22]2[C@@H:26]([CH2:27][O:28]C(C3C(C)=CC=CC=3)=O)[O:25][C@H:24](Cl)[CH2:23]2)=O)=CC=CC=1.O, predict the reaction product. The product is: [O:10]([C:3]1[CH:4]=[CH:5][C:6]([N+:7]([O-:9])=[O:8])=[CH:1][CH:2]=1)[C@@H:24]1[O:25][C@H:26]([CH2:27][OH:28])[C@@H:22]([OH:21])[CH2:23]1. (2) Given the reactants [CH3:1][C:2]([O:5][C:6]([NH:8][CH2:9][CH:10]([C:14]1[CH:19]=[CH:18][CH:17]=[CH:16][CH:15]=1)[C:11]([OH:13])=O)=[O:7])([CH3:4])[CH3:3].[Cl:20][C:21]1[C:25]([C:26]2[N:30]([CH3:31])[N:29]=[CH:28][CH:27]=2)=[C:24]([Cl:32])[S:23][C:22]=1[NH2:33].CCN(C(C)C)C(C)C.F[P-](F)(F)(F)(F)F.Br[P+](N1CCCC1)(N1CCCC1)N1CCCC1, predict the reaction product. The product is: [Cl:20][C:21]1[C:25]([C:26]2[N:30]([CH3:31])[N:29]=[CH:28][CH:27]=2)=[C:24]([Cl:32])[S:23][C:22]=1[NH:33][C:11](=[O:13])[CH:10]([C:14]1[CH:19]=[CH:18][CH:17]=[CH:16][CH:15]=1)[CH2:9][NH:8][C:6](=[O:7])[O:5][C:2]([CH3:1])([CH3:3])[CH3:4]. (3) Given the reactants [CH2:1]([N:8]([C:22]1[C:27]([Cl:28])=[CH:26][C:25]([C:29]([F:32])([F:31])[F:30])=[CH:24][N:23]=1)[S:9]([C:12]1[CH:21]=[CH:20][C:15]([C:16](OC)=[O:17])=[CH:14][CH:13]=1)(=[O:11])=[O:10])[C:2]1[CH:7]=[CH:6][CH:5]=[CH:4][CH:3]=1.[Li].[OH-].[Na+].[O-]S([O-])(=O)=O.[Mg+2], predict the reaction product. The product is: [CH2:1]([N:8]([C:22]1[C:27]([Cl:28])=[CH:26][C:25]([C:29]([F:31])([F:32])[F:30])=[CH:24][N:23]=1)[S:9]([C:12]1[CH:13]=[CH:14][C:15]([CH2:16][OH:17])=[CH:20][CH:21]=1)(=[O:11])=[O:10])[C:2]1[CH:3]=[CH:4][CH:5]=[CH:6][CH:7]=1. (4) Given the reactants Br[C:2]1[C:3]([C:16]2[CH:20]=[CH:19][O:18][C:17]=2[CH3:21])=[N:4][C:5]([N:8]2[CH2:13][C@H:12]([CH3:14])[O:11][C@H:10]([CH3:15])[CH2:9]2)=[N:6][CH:7]=1.[ClH:22].B(O)O.C(=O)([O-])[O-].[Na+].[Na+].Cl.[CH3:33][C:34]1[CH:35]=[N:36][CH:37]=[CH:38][C:39]=1B(O)O.Cl.CCOCC, predict the reaction product. The product is: [ClH:22].[CH3:15][C@H:10]1[O:11][C@@H:12]([CH3:14])[CH2:13][N:8]([C:5]2[N:4]=[C:3]([C:16]3[CH:20]=[CH:19][O:18][C:17]=3[CH3:21])[C:2]([C:39]3[CH:38]=[CH:37][N:36]=[CH:35][C:34]=3[CH3:33])=[CH:7][N:6]=2)[CH2:9]1. (5) The product is: [Cl:1][C:2]1[CH:7]=[C:6]([C:8]([F:10])([F:11])[F:9])[CH:5]=[CH:4][C:3]=1[C:12]1[CH:17]=[CH:16][N:15]=[C:14]([NH:18][CH:19]([CH3:23])[CH2:20][O:21][CH3:22])[C:13]=1[NH2:24]. Given the reactants [Cl:1][C:2]1[CH:7]=[C:6]([C:8]([F:11])([F:10])[F:9])[CH:5]=[CH:4][C:3]=1[C:12]1[CH:17]=[CH:16][N:15]=[C:14]([NH:18][CH:19]([CH3:23])[CH2:20][O:21][CH3:22])[C:13]=1[N+:24]([O-])=O.[O-]S(S([O-])=O)=O.[Na+].[Na+], predict the reaction product. (6) Given the reactants [C:1]1([N:7]2[C:12](=[O:13])[C:11]3[S:14][CH:15]=[C:16]([C:17]4[CH:22]=[CH:21][CH:20]=[CH:19][CH:18]=4)[C:10]=3[N:9]=[CH:8]2)[CH:6]=[CH:5][CH:4]=[CH:3][CH:2]=1.NC1C(C2C=CC=C([F:35])C=2)=CSC=1C(OC)=O.C([O:47][CH2:48]C)(OCC)OCC.COC1C=CC(N)=CC=1, predict the reaction product. The product is: [F:35][C:21]1[CH:22]=[C:17]([C:16]2[C:10]3[N:9]=[CH:8][N:7]([C:1]4[CH:6]=[CH:5][C:4]([O:47][CH3:48])=[CH:3][CH:2]=4)[C:12](=[O:13])[C:11]=3[S:14][CH:15]=2)[CH:18]=[CH:19][CH:20]=1.